This data is from Full USPTO retrosynthesis dataset with 1.9M reactions from patents (1976-2016). The task is: Predict the reactants needed to synthesize the given product. (1) Given the product [O:15]1[CH2:4][CH2:5][O:1][CH:2]1[C:6]1[CH:13]=[C:10]2[C:9](=[CH:8][CH:7]=1)[NH:17][N:16]=[C:11]2[NH2:12], predict the reactants needed to synthesize it. The reactants are: [O:1]1[CH2:5][CH2:4]O[CH:2]1[C:6]1[CH:7]=[CH:8][C:9](F)=[C:10]([CH:13]=1)[C:11]#[N:12].[OH2:15].[NH2:16][NH2:17]. (2) Given the product [F:8][C:9]([F:24])([F:23])[C:10]1[CH:11]=[C:12]([CH:16]=[C:17]([C:19]([F:22])([F:21])[F:20])[CH:18]=1)[C:13]([N:3]1[CH2:4][CH2:5][C:7]2([C:6](=[O:25])[NH:3][CH2:4][CH:5]2[C:10]2[CH:11]=[CH:12][CH:16]=[CH:17][CH:18]=2)[CH2:7][CH2:6]1)=[O:14], predict the reactants needed to synthesize it. The reactants are: C([N:3]([CH2:6][CH3:7])[CH2:4][CH3:5])C.[F:8][C:9]([F:24])([F:23])[C:10]1[CH:11]=[C:12]([CH:16]=[C:17]([C:19]([F:22])([F:21])[F:20])[CH:18]=1)[C:13](Cl)=[O:14].[OH2:25]. (3) Given the product [CH3:58][S:59]([O:1][CH2:2][C:3]1[CH:4]=[C:5]([O:13][C@H:14]2[CH2:19][CH2:18][C@@H:17]([N:20]3[CH2:23][C:22]([CH2:46][C:47]#[N:48])([N:24]4[CH:28]=[C:27]([C:29]5[C:30]6[CH:37]=[CH:36][N:35]([CH2:38][O:39][CH2:40][CH2:41][Si:42]([CH3:43])([CH3:44])[CH3:45])[C:31]=6[N:32]=[CH:33][N:34]=5)[CH:26]=[N:25]4)[CH2:21]3)[CH2:16][CH2:15]2)[N:6]=[C:7]([C:9]([F:12])([F:11])[F:10])[N:8]=1)(=[O:61])=[O:60], predict the reactants needed to synthesize it. The reactants are: [OH:1][CH2:2][C:3]1[N:8]=[C:7]([C:9]([F:12])([F:11])[F:10])[N:6]=[C:5]([O:13][C@@H:14]2[CH2:19][CH2:18][C@H:17]([N:20]3[CH2:23][C:22]([CH2:46][C:47]#[N:48])([N:24]4[CH:28]=[C:27]([C:29]5[C:30]6[CH:37]=[CH:36][N:35]([CH2:38][O:39][CH2:40][CH2:41][Si:42]([CH3:45])([CH3:44])[CH3:43])[C:31]=6[N:32]=[CH:33][N:34]=5)[CH:26]=[N:25]4)[CH2:21]3)[CH2:16][CH2:15]2)[CH:4]=1.C(N(CC)C(C)C)(C)C.[CH3:58][S:59](Cl)(=[O:61])=[O:60].CCOC(C)=O.